From a dataset of Forward reaction prediction with 1.9M reactions from USPTO patents (1976-2016). Predict the product of the given reaction. (1) Given the reactants [N:1]([CH2:4][C:5]1[O:9][N:8]=[C:7]([CH3:10])[CH:6]=1)=[C:2]=[O:3].[N+:11](=[C:13]1[N:17]=[CH:16][N:15]=[C:14]1[C:18]([NH2:20])=[O:19])=[N-:12], predict the reaction product. The product is: [CH3:10][C:7]1[CH:6]=[C:5]([CH2:4][N:1]2[C:2](=[O:3])[N:17]3[CH:16]=[N:15][C:14]([C:18]([NH2:20])=[O:19])=[C:13]3[N:11]=[N:12]2)[O:9][N:8]=1. (2) Given the reactants Cl.[CH:2]1[C:12]2[CH:11]=[CH:10][C:9]3[CH:13]=[CH:14][CH:15]=[CH:16][C:8]=3[C:7](=[C:17]3[CH2:22][CH2:21][N:20]([C:23](=[O:26])[CH2:24][NH2:25])[CH2:19][CH2:18]3)[C:6]=2[CH:5]=[CH:4][CH:3]=1.C(N(CC)CC)C.[N:34]1([C:40](Cl)=[O:41])[CH2:39][CH2:38][CH2:37][CH2:36][CH2:35]1, predict the reaction product. The product is: [CH:13]1[C:9]2[CH:10]=[CH:11][C:12]3[CH:2]=[CH:3][CH:4]=[CH:5][C:6]=3[C:7](=[C:17]3[CH2:18][CH2:19][N:20]([C:23](=[O:26])[CH2:24][NH:25][C:40]([N:34]4[CH2:39][CH2:38][CH2:37][CH2:36][CH2:35]4)=[O:41])[CH2:21][CH2:22]3)[C:8]=2[CH:16]=[CH:15][CH:14]=1. (3) Given the reactants [OH:1][CH2:2][CH2:3][N:4]1[C:12](=[O:13])[C:11]2[C:6](=[CH:7][CH:8]=[CH:9][CH:10]=2)[C:5]1=[O:14].C1CCN(C(N=NC(N2CCCCC2)=O)=O)CC1.[C:33]1(P([C:33]2[CH:38]=[CH:37][CH:36]=[CH:35][CH:34]=2)[C:33]2[CH:38]=[CH:37][CH:36]=[CH:35][CH:34]=2)[CH:38]=[CH:37][CH:36]=[CH:35][CH:34]=1.C1(O)C=CC=CC=1, predict the reaction product. The product is: [O:1]([CH2:2][CH2:3][N:4]1[C:5](=[O:14])[C:6]2[C:11](=[CH:10][CH:9]=[CH:8][CH:7]=2)[C:12]1=[O:13])[C:33]1[CH:38]=[CH:37][CH:36]=[CH:35][CH:34]=1.